Predict the reactants needed to synthesize the given product. From a dataset of Full USPTO retrosynthesis dataset with 1.9M reactions from patents (1976-2016). (1) Given the product [C:12]([O:16][C:17](=[O:18])[NH:19][C@@H:20]([CH3:21])[C:22](=[O:23])[C:2]1[CH:7]=[CH:6][C:5]([C:8]([F:11])([F:10])[F:9])=[CH:4][CH:3]=1)([CH3:15])([CH3:13])[CH3:14], predict the reactants needed to synthesize it. The reactants are: Br[C:2]1[CH:7]=[CH:6][C:5]([C:8]([F:11])([F:10])[F:9])=[CH:4][CH:3]=1.[C:12]([O:16][C:17]([NH:19][C@H:20]([C:22](N(OC)C)=[O:23])[CH3:21])=[O:18])([CH3:15])([CH3:14])[CH3:13]. (2) Given the product [Br:1][C:2]1[C:3]([CH3:15])=[N:4][O:5][C:6]=1[C:7]1([C:10]([OH:12])=[O:11])[CH2:9][CH2:8]1, predict the reactants needed to synthesize it. The reactants are: [Br:1][C:2]1[C:3]([CH3:15])=[N:4][O:5][C:6]=1[C:7]1([C:10]([O:12]CC)=[O:11])[CH2:9][CH2:8]1.[OH-].[Na+]. (3) Given the product [ClH:18].[CH3:17][O:16][CH2:15][C@H:10]1[O:11][CH2:12][C@H:13]([CH3:14])[NH:8][CH2:9]1, predict the reactants needed to synthesize it. The reactants are: C([N:8]1[C@@H:13]([CH3:14])[CH2:12][O:11][C@H:10]([CH2:15][O:16][CH3:17])[CH2:9]1)C1C=CC=CC=1.[ClH:18]. (4) Given the product [C:1]([O:5][C:6]([N:8]1[CH2:13][CH2:12][CH:11]([N:14]2[C:18]3=[N:19][CH:20]=[N:21][C:22]([O:35][C:32]4[CH:33]=[CH:34][C:29]([N:24]5[CH:28]=[N:27][N:26]=[N:25]5)=[CH:30][CH:31]=4)=[C:17]3[CH:16]=[N:15]2)[CH2:10][CH2:9]1)=[O:7])([CH3:4])([CH3:3])[CH3:2], predict the reactants needed to synthesize it. The reactants are: [C:1]([O:5][C:6]([N:8]1[CH2:13][CH2:12][CH:11]([N:14]2[C:18]3=[N:19][CH:20]=[N:21][C:22](Cl)=[C:17]3[CH:16]=[N:15]2)[CH2:10][CH2:9]1)=[O:7])([CH3:4])([CH3:3])[CH3:2].[N:24]1([C:29]2[CH:34]=[CH:33][C:32]([OH:35])=[CH:31][CH:30]=2)[CH:28]=[N:27][N:26]=[N:25]1.C(=O)([O-])[O-].[K+].[K+]. (5) Given the product [OH:3][CH2:4][CH2:5][N:6]1[CH2:7][CH2:8][N:9]([C:18]2[CH:17]=[CH:16][C:15]([N+:12]([O-:14])=[O:13])=[CH:20][C:19]=2[CH3:21])[CH2:10][CH2:11]1, predict the reactants needed to synthesize it. The reactants are: C([O:3][CH2:4][CH2:5][N:6]1[CH2:11][CH2:10][NH:9][CH2:8][CH2:7]1)C.[N+:12]([C:15]1[CH:16]=[CH:17][C:18](F)=[C:19]([CH3:21])[CH:20]=1)([O-:14])=[O:13].C(N(CC)C(C)C)(C)C. (6) Given the product [F:12][C:13]1[CH:14]=[CH:15][C:16]([N:19]2[CH:23]=[CH:22][C:21]([C:24]([OH:4])=[O:25])=[CH:20]2)=[CH:17][CH:18]=1, predict the reactants needed to synthesize it. The reactants are: CN(C)C=[O:4].[Mn]([O-])(=O)(=O)=O.[K+].[F:12][C:13]1[CH:18]=[CH:17][C:16]([N:19]2[CH:23]=[CH:22][C:21]([CH:24]=[O:25])=[CH:20]2)=[CH:15][CH:14]=1.[OH-].[Na+]. (7) Given the product [Br:1][C:2]1[CH:13]=[CH:12][C:5]([C:6](=[O:7])[CH3:15])=[C:4]([F:14])[CH:3]=1, predict the reactants needed to synthesize it. The reactants are: [Br:1][C:2]1[CH:13]=[CH:12][C:5]([C:6](N(OC)C)=[O:7])=[C:4]([F:14])[CH:3]=1.[CH3:15][Mg]Br.[Cl-].[NH4+]. (8) Given the product [O:50]=[C:49]([N:51]1[CH2:52][CH2:53][N:54]([C:57](=[O:68])[C:58]2[CH:63]=[CH:62][CH:61]=[CH:60][C:59]=2[C:64]([F:67])([F:66])[F:65])[CH2:55][CH2:56]1)[CH2:48][NH:47][C:20](=[O:22])[C:19]1[CH:18]=[CH:17][C:16]([C:11]2[N:10]=[CH:15][CH:14]=[CH:13][N:12]=2)=[CH:24][CH:23]=1, predict the reactants needed to synthesize it. The reactants are: CCN(C(C)C)C(C)C.[N:10]1[CH:15]=[CH:14][CH:13]=[N:12][C:11]=1[C:16]1[CH:24]=[CH:23][C:19]([C:20]([OH:22])=O)=[CH:18][CH:17]=1.C1C=CC2N(O)N=NC=2C=1.CCN=C=NCCCN(C)C.Cl.[NH2:47][CH2:48][C:49]([N:51]1[CH2:56][CH2:55][N:54]([C:57](=[O:68])[C:58]2[CH:63]=[CH:62][CH:61]=[CH:60][C:59]=2[C:64]([F:67])([F:66])[F:65])[CH2:53][CH2:52]1)=[O:50]. (9) Given the product [CH3:27][O:28][C:29]1[CH:30]=[C:31]([CH:32]([C:2]2[CH:7]=[CH:6][CH:5]=[CH:4][C:3]=2[S:8][CH2:9][C:10]2[C:15]([O:16][CH3:17])=[CH:14][C:13]([O:18][CH3:19])=[CH:12][C:11]=2[O:20][CH3:21])[OH:33])[CH:34]=[CH:35][CH:36]=1, predict the reactants needed to synthesize it. The reactants are: Br[C:2]1[CH:7]=[CH:6][CH:5]=[CH:4][C:3]=1[S:8][CH2:9][C:10]1[C:15]([O:16][CH3:17])=[CH:14][C:13]([O:18][CH3:19])=[CH:12][C:11]=1[O:20][CH3:21].[Li]CCCC.[CH3:27][O:28][C:29]1[CH:30]=[C:31]([CH:34]=[CH:35][CH:36]=1)[CH:32]=[O:33].O. (10) Given the product [C:1]([CH:4]1[N:9]([CH3:19])[CH2:8][CH2:7][N:6]([C:10]([O:12][C:13]([CH3:16])([CH3:15])[CH3:14])=[O:11])[CH2:5]1)(=[O:3])[NH2:2], predict the reactants needed to synthesize it. The reactants are: [C:1]([CH:4]1[NH:9][CH2:8][CH2:7][N:6]([C:10]([O:12][C:13]([CH3:16])([CH3:15])[CH3:14])=[O:11])[CH2:5]1)(=[O:3])[NH2:2].C=O.[C:19](O[BH-](OC(=O)C)OC(=O)C)(=O)C.[Na+].